This data is from Forward reaction prediction with 1.9M reactions from USPTO patents (1976-2016). The task is: Predict the product of the given reaction. Given the reactants C([O:8][C:9]1[C:10]([NH2:15])=[N:11][CH:12]=[CH:13][CH:14]=1)C1C=CC=CC=1.P(Cl)(Cl)([Cl:18])=[O:17].[ClH:21].[C:22]1([CH3:28])[CH:27]=[CH:26]C=[CH:24][CH:23]=1, predict the reaction product. The product is: [ClH:18].[Cl:21][CH2:24][CH2:23][C:22]1[C:28](=[O:17])[N:11]2[CH:12]=[CH:13][CH:14]=[C:9]([OH:8])[C:10]2=[N:15][C:27]=1[CH3:26].